This data is from Reaction yield outcomes from USPTO patents with 853,638 reactions. The task is: Predict the reaction yield, written as a fraction of the theoretical maximum amount of product (1.0 means a 100% yield; for example, 0.34 means a 34% yield). (1) The reactants are [C:1]([O:5][C:6](=[O:22])[N:7]([CH:11]1[CH2:20][C:19]2[C:14](=[CH:15][C:16]([OH:21])=[CH:17][CH:18]=2)[O:13][CH2:12]1)[CH2:8][CH2:9][CH3:10])([CH3:4])([CH3:3])[CH3:2].C(N(CC)CC)C.[F:30][C:31]([F:44])([F:43])[S:32](O[S:32]([C:31]([F:44])([F:43])[F:30])(=[O:34])=[O:33])(=[O:34])=[O:33]. The catalyst is ClCCl. The product is [C:1]([O:5][C:6]([N:7]([CH2:8][CH2:9][CH3:10])[CH:11]1[CH2:20][C:19]2[C:14](=[CH:15][C:16]([O:21][S:32]([C:31]([F:44])([F:43])[F:30])(=[O:34])=[O:33])=[CH:17][CH:18]=2)[O:13][CH2:12]1)=[O:22])([CH3:2])([CH3:3])[CH3:4]. The yield is 1.00. (2) The reactants are I[C:2]1[CH:29]=[CH:28][C:5]2[N:6]([CH2:9][C:10]3[CH:15]=[CH:14][C:13]([O:16][CH2:17][C:18]4[CH:19]=[N:20][C:21]([O:24][CH3:25])=[CH:22][CH:23]=4)=[C:12]([O:26][CH3:27])[CH:11]=3)[CH:7]=[N:8][C:4]=2[CH:3]=1.Cl.Cl.[NH:32]1[CH2:37][CH2:36][CH:35]([C:38]([NH2:41])([CH3:40])[CH3:39])[CH2:34][CH2:33]1.C(=O)([O-])[O-].[K+].[K+].N1CCC[C@H]1C(O)=O. The catalyst is CS(C)=O.[OH-].[NH4+].C(OCC)(=O)C.C(#N)C.[Cu]I. The product is [CH3:27][O:26][C:12]1[CH:11]=[C:10]([CH:15]=[CH:14][C:13]=1[O:16][CH2:17][C:18]1[CH:19]=[N:20][C:21]([O:24][CH3:25])=[CH:22][CH:23]=1)[CH2:9][N:6]1[C:5]2[CH:28]=[CH:29][C:2]([N:32]3[CH2:37][CH2:36][CH:35]([C:38]([NH2:41])([CH3:40])[CH3:39])[CH2:34][CH2:33]3)=[CH:3][C:4]=2[N:8]=[CH:7]1. The yield is 0.450. (3) The reactants are [F:1][C:2]1[CH:7]=[CH:6][C:5]([CH3:8])=[CH:4][C:3]=1[OH:9].[CH2:10]([O:12][C:13](=[O:17])[C:14]#[C:15][CH3:16])[CH3:11].N12CCCN=C1CCCCC2. The catalyst is O1CCCC1.ClCCl. The product is [CH2:10]([O:12][C:13](=[O:17])[CH:14]=[C:15]([O:9][C:3]1[CH:4]=[C:5]([CH3:8])[CH:6]=[CH:7][C:2]=1[F:1])[CH3:16])[CH3:11]. The yield is 0.520. (4) The product is [CH3:23][C:24]1[O:28][N:27]=[C:26]([C:29]2[CH:34]=[CH:33][CH:32]=[CH:31][CH:30]=2)[C:25]=1[C:35]1[O:8][C:6]([C:5]2[CH:9]=[CH:10][C:2]([NH2:1])=[N:3][CH:4]=2)=[N:38][N:37]=1. The reactants are [NH2:1][C:2]1[CH:10]=[CH:9][C:5]([C:6]([OH:8])=O)=[CH:4][N:3]=1.C(N1C=CN=C1)(N1C=CN=C1)=O.[CH3:23][C:24]1[O:28][N:27]=[C:26]([C:29]2[CH:34]=[CH:33][CH:32]=[CH:31][CH:30]=2)[C:25]=1[C:35]([NH:37][NH2:38])=O.P(Cl)(Cl)(Cl)=O.C(=O)([O-])[O-].[Na+].[Na+]. The yield is 0.0900. The catalyst is ClC1C=CC=CC=1.C(OCC)(=O)C. (5) The reactants are C[O:2][C:3]1[CH:12]=[C:11]([O:13]C)[CH:10]=[C:9]2[C:4]=1[C:5](=[O:23])[N:6]([C:15]1[CH:20]=[CH:19][C:18]([O:21]C)=[CH:17][CH:16]=1)[CH:7]=[N:8]2.C([S-])C.[Na+]. The catalyst is CN(C=O)C. The product is [OH:2][C:3]1[CH:12]=[C:11]([OH:13])[CH:10]=[C:9]2[C:4]=1[C:5](=[O:23])[N:6]([C:15]1[CH:16]=[CH:17][C:18]([OH:21])=[CH:19][CH:20]=1)[CH:7]=[N:8]2. The yield is 0.590. (6) The reactants are [Cl-].[CH3:2][C:3]1[CH:4]=[CH:5][N:6]2[C:11]=1[C:10](=[O:12])[N:9]([C:13]1[CH:18]=[CH:17][CH:16]=[CH:15][CH:14]=1)[C:8]([C@@H:19]([NH3+:21])[CH3:20])=[N:7]2.Cl[C:23]1[C:24]2[C:31]([S:32][C:33]3[CH:38]=[C:37]([F:39])[CH:36]=[CH:35][C:34]=3[O:40][CH3:41])=[CH:30][N:29]([CH2:42][O:43][CH2:44][CH2:45][Si:46]([CH3:49])([CH3:48])[CH3:47])[C:25]=2[N:26]=[CH:27][N:28]=1.[F-].[Cs+].C(N(CC)C(C)C)(C)C. The catalyst is C(O)(C)(C)C. The product is [F:39][C:37]1[CH:36]=[CH:35][C:34]([O:40][CH3:41])=[C:33]([S:32][C:31]2[C:24]3[C:23]([NH:21][C@H:19]([C:8]4[N:9]([C:13]5[CH:18]=[CH:17][CH:16]=[CH:15][CH:14]=5)[C:10](=[O:12])[C:11]5=[C:3]([CH3:2])[CH:4]=[CH:5][N:6]5[N:7]=4)[CH3:20])=[N:28][CH:27]=[N:26][C:25]=3[N:29]([CH2:42][O:43][CH2:44][CH2:45][Si:46]([CH3:48])([CH3:47])[CH3:49])[CH:30]=2)[CH:38]=1. The yield is 0.730. (7) The product is [C:1]([O:5][C:6]([NH:8][C@H:9]1[CH2:23][CH2:22][CH2:21][O:20][CH2:19][CH:18]=[CH:17][C@@H:16]2[CH2:24][C@@:15]2([C:25]([OH:27])=[O:26])[NH:14][C:13](=[O:30])[C@@H:12]2[CH2:31][C@@H:32]([O:34][C:35]([N:37]3[CH2:45][C:44]4[C:39](=[CH:40][CH:41]=[CH:42][C:43]=4[Cl:46])[CH2:38]3)=[O:36])[CH2:33][N:11]2[C:10]1=[O:47])=[O:7])([CH3:4])([CH3:2])[CH3:3]. The catalyst is C1COCC1. The yield is 0.980. The reactants are [C:1]([O:5][C:6]([NH:8][C@H:9]1[CH2:23][CH2:22][CH2:21][O:20][CH2:19][CH:18]=[CH:17][C@@H:16]2[CH2:24][C@@:15]2([C:25]([O:27]CC)=[O:26])[NH:14][C:13](=[O:30])[C@@H:12]2[CH2:31][C@@H:32]([O:34][C:35]([N:37]3[CH2:45][C:44]4[C:39](=[CH:40][CH:41]=[CH:42][C:43]=4[Cl:46])[CH2:38]3)=[O:36])[CH2:33][N:11]2[C:10]1=[O:47])=[O:7])([CH3:4])([CH3:3])[CH3:2].[OH-].[Na+].O.CCOCC.